This data is from Experimentally validated miRNA-target interactions with 360,000+ pairs, plus equal number of negative samples. The task is: Binary Classification. Given a miRNA mature sequence and a target amino acid sequence, predict their likelihood of interaction. (1) The miRNA is hsa-miR-3942-3p with sequence UUUCAGAUAACAGUAUUACAU. The protein sequence of the target gene is MRPMRIFVNDDRHVMAKHSSVYPTQEELEAVQNMVSHTERALKAVSDWIDEQEKGNSELSEAENMDTPPDDESKEGAGEQKAEHMTRTLRGVMRVGLVAKGLLLKGDLDLELVLLCKEKPTTALLDKVADNLAIQLTTVTEDKYEILQSVDDAAIVIKNTKEPPLSLTIHLTSPVVREEMEKVLAGETLSVNDPPDVLDRQKCLAALASLRHAKWFQARANGLKSCVIVIRVLRDLCTRVPTWGPLRGWPLELLCEKSIGTANRPMGAGEALRRVLECLASGIVMPDGSGIYDPCEKEAT.... Result: 0 (no interaction). (2) Result: 0 (no interaction). The miRNA is bta-miR-221 with sequence AGCUACAUUGUCUGCUGGGUUU. The protein sequence of the target gene is MAAPWRRWPTGLLAVLRPLLTCRPLQGTTLQRDVLLFEHDRGRFFTILGLFCAGQGVFWASMAVAAVSRPPVPVQPLDAEVPNRGPFDLRSALWRYGLAVGCGAIGALVLGAGLLFSLRSVRSVVLRAGGQQVTLTTHAPFGLGAHFTVPLKQVSCMAHRGEVPAMLPLKVKGRRFYFLLDKTGHFPNTKLFDNTVGAYRSL.